The task is: Predict the reaction yield, written as a fraction of the theoretical maximum amount of product (1.0 means a 100% yield; for example, 0.34 means a 34% yield).. This data is from Reaction yield outcomes from USPTO patents with 853,638 reactions. (1) The reactants are CC([Si](C)(C)[O:6][CH2:7][C:8]1[CH:13]=[CH:12][C:11]([C:14]2[CH:19]=[C:18]([O:20][CH3:21])[CH:17]=[CH:16][C:15]=2[F:22])=[C:10]([CH:23]([C:25]2([CH3:28])[CH2:27][CH2:26]2)[OH:24])[CH:9]=1)(C)C.CO.CC1C=CC(S([O-])(=O)=O)=CC=1.C1C=C[NH+]=CC=1. The catalyst is CCOC(C)=O. The product is [F:22][C:15]1[CH:16]=[CH:17][C:18]([O:20][CH3:21])=[CH:19][C:14]=1[C:11]1[CH:12]=[CH:13][C:8]([CH2:7][OH:6])=[CH:9][C:10]=1[CH:23]([C:25]1([CH3:28])[CH2:27][CH2:26]1)[OH:24]. The yield is 0.880. (2) The reactants are [Br:1][C:2]1[CH:3]=[C:4]([C:8]2[CH:16]=[CH:15][CH:14]=[C:13]3[C:9]=2[CH2:10][C:11](=[O:17])[NH:12]3)[CH:5]=[CH:6][CH:7]=1.[CH3:18][C:19]1[C:23]([C:24]([N:26]2[CH2:31][CH2:30][N:29]([CH3:32])[CH2:28][CH2:27]2)=[O:25])=[CH:22][NH:21][C:20]=1[CH:33]=O. The catalyst is C(O)C.N1CCCCC1. The product is [Br:1][C:2]1[CH:3]=[C:4]([C:8]2[CH:16]=[CH:15][CH:14]=[C:13]3[C:9]=2[C:10](=[CH:33][C:20]2[NH:21][CH:22]=[C:23]([C:24]([N:26]4[CH2:27][CH2:28][N:29]([CH3:32])[CH2:30][CH2:31]4)=[O:25])[C:19]=2[CH3:18])[C:11](=[O:17])[NH:12]3)[CH:5]=[CH:6][CH:7]=1. The yield is 0.490. (3) The reactants are [CH:1]1([O:7][N:8]2C(=O)C3C(=CC=CC=3)C2=O)[CH2:6][CH2:5][CH2:4][CH2:3][CH2:2]1.NN.[CH3:21][O:22][C:23]1[CH:28]=[CH:27][C:26]([S:29](Cl)(=[O:31])=[O:30])=[CH:25][CH:24]=1.C(N(C(C)C)CC)(C)C. The catalyst is C1COCC1. The product is [CH:1]1([O:7][NH:8][S:29]([C:26]2[CH:25]=[CH:24][C:23]([O:22][CH3:21])=[CH:28][CH:27]=2)(=[O:31])=[O:30])[CH2:2][CH2:3][CH2:4][CH2:5][CH2:6]1. The yield is 0.830. (4) The reactants are Cl[C:2]1[N:7]=[N:6][C:5]([C:8]#[N:9])=[CH:4][CH:3]=1.[F:10][C:11]([F:27])([F:26])[C:12]1[CH:13]=[C:14]([CH:23]=[CH:24][CH:25]=1)[CH2:15][N:16]1[CH2:21][CH2:20][CH:19]([NH2:22])[CH2:18][CH2:17]1.C(N(C(C)C)CC)(C)C.ClCCl. The catalyst is C(#N)C.O. The product is [F:26][C:11]([F:10])([F:27])[C:12]1[CH:13]=[C:14]([CH:23]=[CH:24][CH:25]=1)[CH2:15][N:16]1[CH2:17][CH2:18][CH:19]([NH:22][C:2]2[N:7]=[N:6][C:5]([C:8]#[N:9])=[CH:4][CH:3]=2)[CH2:20][CH2:21]1. The yield is 0.640. (5) The reactants are [CH:1]1([N:4]2[CH:8]=[CH:7][N:6]=[CH:5]2)[CH2:3][CH2:2]1.[Br:9]N1C(C)(C)C(=O)N(Br)C1=O. The catalyst is C(Cl)Cl. The product is [Br:9][C:8]1[N:4]([CH:1]2[CH2:3][CH2:2]2)[CH:5]=[N:6][CH:7]=1. The yield is 0.370. (6) The reactants are [Cl:1][C:2]1[CH:3]=[CH:4][C:5]2[N:6]([CH:8]=[CH:9][N:10]=2)[N:7]=1.C(Cl)(Cl)Cl.[Br:15]N1C(=O)CCC1=O.C(=O)(O)[O-].[Na+]. The catalyst is C(OCC)(=O)C.O. The product is [Br:15][C:8]1[N:6]2[N:7]=[C:2]([Cl:1])[CH:3]=[CH:4][C:5]2=[N:10][CH:9]=1. The yield is 1.00.